Dataset: NCI-60 drug combinations with 297,098 pairs across 59 cell lines. Task: Regression. Given two drug SMILES strings and cell line genomic features, predict the synergy score measuring deviation from expected non-interaction effect. (1) Drug 1: CC1=C(C(CCC1)(C)C)C=CC(=CC=CC(=CC(=O)O)C)C. Drug 2: CC=C1C(=O)NC(C(=O)OC2CC(=O)NC(C(=O)NC(CSSCCC=C2)C(=O)N1)C(C)C)C(C)C. Cell line: K-562. Synergy scores: CSS=67.5, Synergy_ZIP=1.86, Synergy_Bliss=2.05, Synergy_Loewe=-66.3, Synergy_HSA=-0.923. (2) Drug 1: C1=CN(C(=O)N=C1N)C2C(C(C(O2)CO)O)O.Cl. Drug 2: C1CNP(=O)(OC1)N(CCCl)CCCl. Cell line: IGROV1. Synergy scores: CSS=4.48, Synergy_ZIP=-2.32, Synergy_Bliss=0.00354, Synergy_Loewe=-7.47, Synergy_HSA=-0.452. (3) Drug 1: C1=CC(=CC=C1C#N)C(C2=CC=C(C=C2)C#N)N3C=NC=N3. Drug 2: C1C(C(OC1N2C=NC(=NC2=O)N)CO)O. Cell line: IGROV1. Synergy scores: CSS=-2.02, Synergy_ZIP=-0.906, Synergy_Bliss=-3.59, Synergy_Loewe=-2.15, Synergy_HSA=-3.27. (4) Drug 1: COC1=C(C=C2C(=C1)N=CN=C2NC3=CC(=C(C=C3)F)Cl)OCCCN4CCOCC4. Drug 2: C1=NC2=C(N1)C(=S)N=C(N2)N. Cell line: NCI/ADR-RES. Synergy scores: CSS=36.5, Synergy_ZIP=-4.27, Synergy_Bliss=-3.11, Synergy_Loewe=1.96, Synergy_HSA=3.56. (5) Synergy scores: CSS=29.6, Synergy_ZIP=21.8, Synergy_Bliss=27.6, Synergy_Loewe=25.3, Synergy_HSA=25.6. Drug 1: CCCS(=O)(=O)NC1=C(C(=C(C=C1)F)C(=O)C2=CNC3=C2C=C(C=N3)C4=CC=C(C=C4)Cl)F. Cell line: OVCAR3. Drug 2: CC1C(C(=O)NC(C(=O)N2CCCC2C(=O)N(CC(=O)N(C(C(=O)O1)C(C)C)C)C)C(C)C)NC(=O)C3=C4C(=C(C=C3)C)OC5=C(C(=O)C(=C(C5=N4)C(=O)NC6C(OC(=O)C(N(C(=O)CN(C(=O)C7CCCN7C(=O)C(NC6=O)C(C)C)C)C)C(C)C)C)N)C.